Dataset: Full USPTO retrosynthesis dataset with 1.9M reactions from patents (1976-2016). Task: Predict the reactants needed to synthesize the given product. (1) The reactants are: Br.[F:2][CH:3]1[CH2:8][CH2:7][NH:6][CH2:5][CH2:4]1.[Cl:9][C:10]1[CH:11]=[C:12]([NH:17][C:18]2[C:27]3[C:22](=[CH:23][C:24]([O:35][CH3:36])=[C:25]([NH:28][C:29](=[O:34])[CH:30]=[CH:31][CH2:32]Cl)[CH:26]=3)[N:21]=[CH:20][N:19]=2)[CH:13]=[CH:14][C:15]=1[F:16].CCN(C(C)C)C(C)C. Given the product [Cl:9][C:10]1[CH:11]=[C:12]([NH:17][C:18]2[C:27]3[C:22](=[CH:23][C:24]([O:35][CH3:36])=[C:25]([NH:28][C:29](=[O:34])[CH:30]=[CH:31][CH2:32][N:6]4[CH2:7][CH2:8][CH:3]([F:2])[CH2:4][CH2:5]4)[CH:26]=3)[N:21]=[CH:20][N:19]=2)[CH:13]=[CH:14][C:15]=1[F:16], predict the reactants needed to synthesize it. (2) The reactants are: C1(C[O:8][CH2:9][CH2:10][O:11][CH2:12][CH2:13][O:14][CH2:15][CH2:16][O:17][CH2:18][C:19]([O:21][C:22]([CH3:25])([CH3:24])[CH3:23])=[O:20])C=CC=CC=1. Given the product [OH:8][CH2:9][CH2:10][O:11][CH2:12][CH2:13][O:14][CH2:15][CH2:16][O:17][CH2:18][C:19]([O:21][C:22]([CH3:25])([CH3:24])[CH3:23])=[O:20], predict the reactants needed to synthesize it. (3) Given the product [C:49]([O:48][C:44]([NH:45][NH:46][C:25](=[O:26])[C:24]1[CH:28]=[CH:29][C:30]([O:32][CH2:9][C:7]2[CH:8]=[CH:77][C:5]3[C:4](=[CH:6][CH:62]=[CH:63][CH:64]=3)[N:3]=2)=[CH:31][C:23]=1[C:16]1([C:10]2[CH:15]=[CH:14][CH:13]=[CH:12][CH:11]=2)[CH2:21][CH:20]2[CH2:22][CH:17]1[CH2:18][CH2:19]2)=[O:47])([CH3:52])([CH3:51])[CH3:50], predict the reactants needed to synthesize it. The reactants are: CC[N:3]([CH:7]([CH3:9])[CH3:8])[CH:4]([CH3:6])[CH3:5].[C:10]1([C:16]2([C:23]3[CH:31]=[C:30]([O:32]CC4C=CC5C(=CC=CC=5)N=4)[CH:29]=[CH:28][C:24]=3[C:25](O)=[O:26])[CH2:21][CH:20]3[CH2:22][CH:17]2[CH2:18][CH2:19]3)[CH:15]=[CH:14][CH:13]=[CH:12][CH:11]=1.[C:44]([O:48][C:49]([CH3:52])([CH3:51])[CH3:50])(=[O:47])[NH:45][NH2:46].CN(C(ON1N=N[C:63]2[CH:64]=CC=N[C:62]1=2)=[N+](C)C)C.F[P-](F)(F)(F)(F)F.[C:77](=O)(O)[O-].[Na+]. (4) Given the product [CH:1]1([C:7]2[C:8]3[S:33][C:32]([C:34]([O:36][CH3:37])=[O:35])=[CH:31][C:9]=3[NH:10][C:11]=2[C:12]2[CH:17]=[CH:16][CH:15]=[C:14]([N+:18]([O-:20])=[O:19])[C:13]=2[O:21][CH2:22][CH2:23][OH:24])[CH2:6][CH2:5][CH2:4][CH2:3][CH2:2]1, predict the reactants needed to synthesize it. The reactants are: [CH:1]1([C:7]2[C:8]3[S:33][C:32]([C:34]([O:36][CH3:37])=[O:35])=[CH:31][C:9]=3[NH:10][C:11]=2[C:12]2[CH:17]=[CH:16][CH:15]=[C:14]([N+:18]([O-:20])=[O:19])[C:13]=2[O:21][CH2:22][CH2:23][O:24]C2CCCCO2)[CH2:6][CH2:5][CH2:4][CH2:3][CH2:2]1.Cl.O. (5) Given the product [Cl:1][C:2]1[CH:10]=[C:9]2[C:5]([C:6]([C:11]([O:13][CH3:14])=[O:12])=[CH:7][NH:8]2)=[CH:4][C:3]=1[C:24]1[CH:36]=[CH:35][C:27]([O:28][CH2:29][C@@H:30]2[CH2:34][CH2:33][CH2:32][NH:31]2)=[CH:26][CH:25]=1, predict the reactants needed to synthesize it. The reactants are: [Cl:1][C:2]1[CH:10]=[C:9]2[C:5]([C:6]([C:11]([O:13][CH3:14])=[O:12])=[CH:7][NH:8]2)=[CH:4][C:3]=1B1OCC(C)(C)CO1.Br[C:24]1[CH:36]=[CH:35][C:27]([O:28][CH2:29][C@@H:30]2[CH2:34][CH2:33][CH2:32][NH:31]2)=[CH:26][CH:25]=1.C(=O)([O-])[O-].[K+].[K+].C(OCC)(=O)C. (6) Given the product [C:1]([O:5][C:6]([N:8]1[CH2:9][CH:10]=[C:11]([CH2:14][OH:15])[CH2:12][CH2:13]1)=[O:7])([CH3:4])([CH3:3])[CH3:2], predict the reactants needed to synthesize it. The reactants are: [C:1]([O:5][C:6]([N:8]1[CH2:13][CH:12]=[C:11]([C:14](OC)=[O:15])[CH2:10][CH2:9]1)=[O:7])([CH3:4])([CH3:3])[CH3:2].[BH4-].[Li+].CO.[Cl-].[NH4+]. (7) Given the product [CH2:1]([O:3][C:4]([C:6]1[O:14][C:13]2[C:12]([C:28]3[CH:33]=[CH:32][CH:31]=[CH:30][CH:29]=3)=[CH:11][N:10]=[CH:9][C:8]=2[C:7]=1[NH:16][C:17]1[CH:22]=[CH:21][C:20]([Si:23]([CH3:26])([CH3:25])[CH3:24])=[CH:19][C:18]=1[F:27])=[O:5])[CH3:2], predict the reactants needed to synthesize it. The reactants are: [CH2:1]([O:3][C:4]([C:6]1[O:14][C:13]2[C:12](Br)=[CH:11][N:10]=[CH:9][C:8]=2[C:7]=1[NH:16][C:17]1[CH:22]=[CH:21][C:20]([Si:23]([CH3:26])([CH3:25])[CH3:24])=[CH:19][C:18]=1[F:27])=[O:5])[CH3:2].[C:28]1(B(O)O)[CH:33]=[CH:32][CH:31]=[CH:30][CH:29]=1.C([O-])([O-])=O.[Na+].[Na+]. (8) The reactants are: O=[C:2]([C:6]1[CH:11]=[CH:10][CH:9]=[CH:8][N:7]=1)[CH2:3][C:4]#[N:5].C(N(CC)CC)C.Cl.[C:20]([NH:24][NH2:25])([CH3:23])([CH3:22])[CH3:21]. Given the product [C:20]([N:24]1[C:4]([NH2:5])=[CH:3][C:2]([C:6]2[CH:11]=[CH:10][CH:9]=[CH:8][N:7]=2)=[N:25]1)([CH3:23])([CH3:22])[CH3:21], predict the reactants needed to synthesize it. (9) Given the product [CH2:1]([O:3][C:4]([C:6]1[C:11](=[O:12])[NH:10][C:9]2[CH:22]=[CH:23][S:24][C:8]=2[C:7]=1[Cl:29])=[O:5])[CH3:2], predict the reactants needed to synthesize it. The reactants are: [CH2:1]([O:3][C:4]([C:6]1[C:11](=[O:12])[N:10](CC2C=CC(OC)=CC=2)[C:9]2[CH:22]=[CH:23][S:24][C:8]=2[C:7]=1O)=[O:5])[CH3:2].C(Cl)(=O)C([Cl:29])=O. (10) Given the product [Cl:19][C:17]1[CH:16]=[CH:15][C:14]2[N:8]([CH2:7][C:6]([CH3:50])([CH3:51])[CH2:5][OH:4])[C:9](=[O:49])[C@@H:10]([CH2:30][C:31]([NH:33][C:34]3[CH:35]=[C:36]([CH2:40][CH2:41][CH2:42][CH2:43][C:44]([OH:46])=[O:45])[CH:37]=[CH:38][CH:39]=3)=[O:32])[O:11][C@H:12]([C:20]3[CH:25]=[CH:24][CH:23]=[C:22]([O:26][CH3:27])[C:21]=3[O:28][CH3:29])[C:13]=2[CH:18]=1, predict the reactants needed to synthesize it. The reactants are: C([O:4][CH2:5][C:6]([CH3:51])([CH3:50])[CH2:7][N:8]1[C:14]2[CH:15]=[CH:16][C:17]([Cl:19])=[CH:18][C:13]=2[C@@H:12]([C:20]2[CH:25]=[CH:24][CH:23]=[C:22]([O:26][CH3:27])[C:21]=2[O:28][CH3:29])[O:11][C@H:10]([CH2:30][C:31]([NH:33][C:34]2[CH:35]=[C:36]([CH2:40][CH2:41][CH2:42][CH2:43][C:44]([O:46]CC)=[O:45])[CH:37]=[CH:38][CH:39]=2)=[O:32])[C:9]1=[O:49])(=O)C.C(O)C.[OH-].[Na+].